This data is from Forward reaction prediction with 1.9M reactions from USPTO patents (1976-2016). The task is: Predict the product of the given reaction. Given the reactants [CH2:1]([N:8]([CH2:10][C:11]1[CH:16]=[CH:15][C:14]([CH2:17][CH2:18][OH:19])=[CH:13][CH:12]=1)C)C1C=CC=CC=1, predict the reaction product. The product is: [CH3:1][NH:8][CH2:10][C:11]1[CH:16]=[CH:15][C:14]([CH2:17][CH2:18][OH:19])=[CH:13][CH:12]=1.